This data is from Catalyst prediction with 721,799 reactions and 888 catalyst types from USPTO. The task is: Predict which catalyst facilitates the given reaction. (1) Reactant: CCCP(=O)=O.[NH2:7][C:8]1[CH:9]=[C:10]([F:27])[C:11]([F:26])=[C:12]([C@:14]2([CH3:25])[C@H:20]3[C@:18]([CH:21]([F:23])[F:22])([CH2:19]3)[S:17][C:16]([NH2:24])=[N:15]2)[CH:13]=1.[C:28]([C:30]1[CH:31]=[C:32]([CH3:39])[C:33]([C:36](O)=[O:37])=[N:34][CH:35]=1)#[N:29].C(P1(=O)OP(CCC)(=O)OP(CCC)(=O)O1)CC. Product: [NH2:24][C:16]1[S:17][C@:18]2([CH:21]([F:23])[F:22])[C@H:20]([C@:14]([C:12]3[CH:13]=[C:8]([NH:7][C:36](=[O:37])[C:33]4[C:32]([CH3:39])=[CH:31][C:30]([C:28]#[N:29])=[CH:35][N:34]=4)[CH:9]=[C:10]([F:27])[C:11]=3[F:26])([CH3:25])[N:15]=1)[CH2:19]2. The catalyst class is: 44. (2) Reactant: [OH:1][C:2]1[CH:7]=[CH:6][C:5]([CH2:8][NH:9][C:10](=[O:18])[C:11]2[CH:16]=[CH:15][CH:14]=[N:13][C:12]=2[NH2:17])=[CH:4][CH:3]=1.Cl[CH2:20][CH2:21][CH2:22][C:23]#[CH:24].C(=O)([O-])[O-].[Cs+].[Cs+].CN(C=O)C. Product: [CH2:24]([O:1][C:2]1[CH:3]=[CH:4][C:5]([CH2:8][NH:9][C:10](=[O:18])[C:11]2[CH:16]=[CH:15][CH:14]=[N:13][C:12]=2[NH2:17])=[CH:6][CH:7]=1)[CH2:23][CH2:22][C:21]#[CH:20]. The catalyst class is: 6. (3) Product: [CH3:13][C:1]1[CH:6]=[C:5]([CH3:7])[CH:4]=[C:3]([CH3:8])[C:2]=1[S:9]([O:30][C:28]1[C:27]([CH2:31][C:32]2[CH:37]=[CH:36][C:35]([CH2:38][OH:39])=[CH:34][C:33]=2[O:40][CH3:41])=[C:26]([CH3:42])[N:25]=[C:24]([NH2:23])[N:29]=1)(=[O:11])=[O:10]. Reactant: [C:1]1([CH3:13])[CH:6]=[C:5]([CH3:7])[CH:4]=[C:3]([CH3:8])[C:2]=1[S:9](Cl)(=[O:11])=[O:10].C(N(C(C)C)CC)(C)C.[NH2:23][C:24]1[N:29]=[C:28]([OH:30])[C:27]([CH2:31][C:32]2[CH:37]=[CH:36][C:35]([CH2:38][OH:39])=[CH:34][C:33]=2[O:40][CH3:41])=[C:26]([CH3:42])[N:25]=1. The catalyst class is: 20. (4) The catalyst class is: 1. Reactant: FC(F)(F)C([N:5]1[CH2:11][CH2:10][C:9]2[CH:12]=[C:13]([O:19][CH3:20])[C:14]([N+:16]([O-:18])=[O:17])=[CH:15][C:8]=2[CH2:7][CH2:6]1)=O.[OH-].[Na+]. Product: [CH3:20][O:19][C:13]1[C:14]([N+:16]([O-:18])=[O:17])=[CH:15][C:8]2[CH2:7][CH2:6][NH:5][CH2:11][CH2:10][C:9]=2[CH:12]=1. (5) Product: [CH3:1][C:2]1([CH3:10])[O:7][CH2:6][CH:5]([CH2:8][O:9][C:14]2[CH:19]=[CH:18][N+:17]([O-:20])=[C:16]([CH3:21])[C:15]=2[CH3:22])[CH2:4][O:3]1. The catalyst class is: 16. Reactant: [CH3:1][C:2]1([CH3:10])[O:7][CH2:6][CH:5]([CH2:8][OH:9])[CH2:4][O:3]1.[H-].[Na+].Cl[C:14]1[CH:19]=[CH:18][N+:17]([O-:20])=[C:16]([CH3:21])[C:15]=1[CH3:22]. (6) The catalyst class is: 236. Product: [CH3:14][C:5]1[N:6]=[C:7]2[S:13][CH2:12][CH2:11][N:8]2[C:9](=[O:10])[C:4]=1[CH2:3][CH2:2][O:1][S:16]([CH3:15])(=[O:18])=[O:17]. Reactant: [OH:1][CH2:2][CH2:3][C:4]1[C:9](=[O:10])[N:8]2[CH2:11][CH2:12][S:13][C:7]2=[N:6][C:5]=1[CH3:14].[CH3:15][S:16](Cl)(=[O:18])=[O:17].C(OCC)(=O)C.